This data is from Forward reaction prediction with 1.9M reactions from USPTO patents (1976-2016). The task is: Predict the product of the given reaction. (1) The product is: [C:1]1([N:7]2[CH:11]=[CH:10][N:9]=[C:8]2[CH:12]2[CH2:13][CH2:14][N:15]([C:18]([O:20][C:21]([CH3:24])([CH3:23])[CH3:22])=[O:19])[CH2:16][CH2:17]2)[CH:2]=[CH:3][CH:4]=[CH:5][CH:6]=1. Given the reactants [C:1]1([N:7]2[CH2:11][CH2:10][N:9]=[C:8]2[CH:12]2[CH2:17][CH2:16][N:15]([C:18]([O:20][C:21]([CH3:24])([CH3:23])[CH3:22])=[O:19])[CH2:14][CH2:13]2)[CH:6]=[CH:5][CH:4]=[CH:3][CH:2]=1, predict the reaction product. (2) Given the reactants [NH2:1][C:2]1[CH:3]=[CH:4][C:5]([S:12](=[O:25])(=[O:24])[NH:13][C:14]2[CH:15]=[CH:16][C:17]3[CH2:21][O:20][B:19]([OH:22])[C:18]=3[CH:23]=2)=[C:6]([CH2:8][C:9]([OH:11])=O)[CH:7]=1.[CH2:26]([NH2:33])[C:27]1[CH:32]=[CH:31][CH:30]=[CH:29][CH:28]=1.C1CN([P+](ON2N=NC3C=CC=CC2=3)(N2CCCC2)N2CCCC2)CC1.F[P-](F)(F)(F)(F)F.C(N(CC)CC)C, predict the reaction product. The product is: [NH2:1][C:2]1[CH:3]=[CH:4][C:5]([S:12](=[O:24])(=[O:25])[NH:13][C:14]2[CH:15]=[CH:16][C:17]3[CH2:21][O:20][B:19]([OH:22])[C:18]=3[CH:23]=2)=[C:6]([CH2:8][C:9]([NH:33][CH2:26][C:27]2[CH:32]=[CH:31][CH:30]=[CH:29][CH:28]=2)=[O:11])[CH:7]=1. (3) Given the reactants N1(C2CCN(C3S[C:16]([NH:18][C:19]4[N:24]=[C:23]([NH:25][C:26]5[C:31]([O:32][CH3:33])=[N:30][C:29]([P:34]([CH3:37])([CH3:36])=[O:35])=[CH:28][N:27]=5)[C:22]([Cl:38])=[CH:21][N:20]=4)=NN=3)CC2)CCCCC1.[CH3:39][N:40]1[CH2:45][CH2:44][N:43]([C:46]2[O:50][C:49](CN)=[N:48][N:47]=2)[CH2:42][CH2:41]1, predict the reaction product. The product is: [Cl:38][C:22]1[C:23]([NH:25][C:26]2[C:31]([O:32][CH3:33])=[N:30][C:29]([P:34]([CH3:36])([CH3:37])=[O:35])=[CH:28][N:27]=2)=[N:24][C:19]([NH:18][CH2:16][C:49]2[O:50][C:46]([N:43]3[CH2:44][CH2:45][N:40]([CH3:39])[CH2:41][CH2:42]3)=[N:47][N:48]=2)=[N:20][CH:21]=1. (4) Given the reactants [CH3:1]/[CH:2]=[CH:3]/[C:4]([CH:6]1[C:11]([CH3:13])([CH3:12])[CH2:10][CH:9]=[CH:8][CH:7]1[CH3:14])=[O:5].[SH:15][CH:16](C)[C:17]([OH:19])=[O:18].[CH3:21]C(OC)(C)C, predict the reaction product. The product is: [O:5]=[C:4]([CH:6]1[C:11]([CH3:12])([CH3:13])[CH2:10][CH:9]=[CH:8][CH:7]1[CH3:14])[CH2:3][CH:2]([S:15][CH2:16][C:17]([O:19][CH3:21])=[O:18])[CH3:1]. (5) Given the reactants [CH3:1][N:2]1[C:6]([C:7](=[O:23])[NH:8][CH2:9][CH2:10][C:11]2[N:12]=[C:13]([C:17]3[CH:22]=[CH:21][CH:20]=[CH:19][CH:18]=3)[O:14][C:15]=2[CH3:16])=[C:5]([C:24](O)=[O:25])[CH:4]=[N:3]1.CCOC(C(C#N)=NOC([N:39]1[CH2:44][CH2:43][O:42][CH2:41][CH2:40]1)=[N+](C)C)=O.F[P-](F)(F)(F)(F)F.C(N(CC)C(C)C)(C)C.N1CCOCC1, predict the reaction product. The product is: [CH3:16][C:15]1[O:14][C:13]([C:17]2[CH:22]=[CH:21][CH:20]=[CH:19][CH:18]=2)=[N:12][C:11]=1[CH2:10][CH2:9][NH:8][C:7]([C:6]1[N:2]([CH3:1])[N:3]=[CH:4][C:5]=1[C:24]([N:39]1[CH2:44][CH2:43][O:42][CH2:41][CH2:40]1)=[O:25])=[O:23]. (6) Given the reactants Cl[C:2]1[N:7]=[C:6]([C:8]([NH:10][C@@H:11]([CH3:16])[C:12]([O:14][CH3:15])=[O:13])=[O:9])[CH:5]=[C:4]([CH:17]=[CH2:18])[N:3]=1.[F:19][C:20]1[CH:41]=[CH:40][C:23]([O:24][C:25]2[CH:30]=[CH:29][C:28](B3OC(C)(C)C(C)(C)O3)=[CH:27][CH:26]=2)=[CH:22][CH:21]=1.C([O-])([O-])=O.[Na+].[Na+], predict the reaction product. The product is: [F:19][C:20]1[CH:41]=[CH:40][C:23]([O:24][C:25]2[CH:30]=[CH:29][C:28]([C:2]3[N:7]=[C:6]([C:8]([NH:10][C@@H:11]([CH3:16])[C:12]([O:14][CH3:15])=[O:13])=[O:9])[CH:5]=[C:4]([CH:17]=[CH2:18])[N:3]=3)=[CH:27][CH:26]=2)=[CH:22][CH:21]=1.